From a dataset of Full USPTO retrosynthesis dataset with 1.9M reactions from patents (1976-2016). Predict the reactants needed to synthesize the given product. (1) Given the product [O:12]=[C:9]1[CH2:8][O:7][C:6]2[CH:5]=[CH:4][CH:3]=[C:2]([S:18]([Cl:13])(=[O:20])=[O:19])[C:11]=2[NH:10]1, predict the reactants needed to synthesize it. The reactants are: N[C:2]1[C:11]2[NH:10][C:9](=[O:12])[CH2:8][O:7][C:6]=2[CH:5]=[CH:4][CH:3]=1.[ClH:13].N([O-])=O.[Na+].[S:18](=[O:20])=[O:19]. (2) Given the product [C:26]([NH:25][C:22]1[CH:21]=[C:20]([C:11]2[O:12][C:8]([C:3]3[CH:4]=[CH:5][CH:6]=[CH:7][C:2]=3[Cl:1])=[C:9]([C:14]([O:16][CH3:17])=[O:15])[N:10]=2)[C:19]([CH3:18])=[CH:24][N:23]=1)(=[O:28])[CH3:27], predict the reactants needed to synthesize it. The reactants are: [Cl:1][C:2]1[CH:7]=[CH:6][CH:5]=[CH:4][C:3]=1[C:8]1[O:12][C:11](I)=[N:10][C:9]=1[C:14]([O:16][CH3:17])=[O:15].[CH3:18][C:19]1[C:20]([Sn](C)(C)C)=[CH:21][C:22]([NH:25][C:26](=[O:28])[CH3:27])=[N:23][CH:24]=1.[Cl-].[Li+]. (3) Given the product [N:1]1([CH2:10][C:11]([N:40]([C:19]2[CH:20]=[CH:21][C:22]([O:24][C:25]3[CH:30]=[CH:29][N:28]=[C:27]4[CH:31]=[C:32]([C:34]5[N:35]([CH3:39])[CH:36]=[CH:37][N:38]=5)[S:33][C:26]=34)=[CH:23][C:18]=2[O:17][CH3:16])[C:41]([NH2:45])=[S:42])=[O:12])[C:9]2[C:4](=[CH:5][CH:6]=[CH:7][CH:8]=2)[CH:3]=[N:2]1, predict the reactants needed to synthesize it. The reactants are: [N:1]1([CH2:10][C:11](N)=[O:12])[C:9]2[C:4](=[CH:5][CH:6]=[CH:7][CH:8]=2)[CH:3]=[N:2]1.[H-].[Na+].[CH3:16][O:17][C:18]1[CH:23]=[C:22]([O:24][C:25]2[CH:30]=[CH:29][N:28]=[C:27]3[CH:31]=[C:32]([C:34]4[N:35]([CH3:39])[CH:36]=[CH:37][N:38]=4)[S:33][C:26]=23)[CH:21]=[CH:20][C:19]=1[N:40]=[C:41]=[S:42].O.C[N:45](C)C=O. (4) The reactants are: [F:1][C:2]([F:18])([F:17])[C:3]1[CH:4]=[CH:5][C:6]([O:9][C:10]2[CH:11]=[C:12]([OH:16])[CH:13]=[CH:14][CH:15]=2)=[N:7][CH:8]=1.[CH3:19][N:20]([C:24]1[CH:29]=[CH:28][CH:27]=[CH:26][CH:25]=1)[C:21](Cl)=[O:22]. Given the product [F:18][C:2]([F:1])([F:17])[C:3]1[CH:4]=[CH:5][C:6]([O:9][C:10]2[CH:11]=[C:12]([O:16][C:21](=[O:22])[N:20]([CH3:19])[C:24]3[CH:29]=[CH:28][CH:27]=[CH:26][CH:25]=3)[CH:13]=[CH:14][CH:15]=2)=[N:7][CH:8]=1, predict the reactants needed to synthesize it. (5) Given the product [NH2:15][C@H:12]([C:6]1[N:5]([C:23]2[CH:24]=[CH:25][CH:26]=[CH:27][CH:28]=2)[C:4](=[O:29])[C:3]2[C:8](=[CH:9][CH:10]=[CH:11][C:2]=2[Cl:1])[N:7]=1)[CH2:13][CH3:14], predict the reactants needed to synthesize it. The reactants are: [Cl:1][C:2]1[CH:11]=[CH:10][CH:9]=[C:8]2[C:3]=1[C:4](=[O:29])[N:5]([C:23]1[CH:28]=[CH:27][CH:26]=[CH:25][CH:24]=1)[C:6]([C@@H:12]([NH:15]C(=O)OC(C)(C)C)[CH2:13][CH3:14])=[N:7]2.Cl.CCOC(C)=O. (6) Given the product [C:1]1([CH:8]([CH3:10])[CH3:9])[CH:6]=[CH:5][CH:4]=[CH:3][CH:2]=1, predict the reactants needed to synthesize it. The reactants are: [C:1]1([CH:8]([CH3:10])[CH3:9])[CH:6]=[CH:5][C:4](C)=[CH:3][CH:2]=1.C1C=CC=CC=1.C1(C(C)C)C=CC(C)=CC=1. (7) Given the product [CH2:1]([O:3][C:4](=[O:21])[CH2:5][C:6](=[O:20])[CH:7]([Br:28])[CH2:8][NH:9][C:10]([O:12][CH2:13][C:14]1[CH:19]=[CH:18][CH:17]=[CH:16][CH:15]=1)=[O:11])[CH3:2], predict the reactants needed to synthesize it. The reactants are: [CH2:1]([O:3][C:4](=[O:21])[CH2:5][C:6](=[O:20])[CH2:7][CH2:8][NH:9][C:10]([O:12][CH2:13][C:14]1[CH:19]=[CH:18][CH:17]=[CH:16][CH:15]=1)=[O:11])[CH3:2].C1C=C[NH+]=CC=1.[Br:28][Br-]Br.O.